This data is from Full USPTO retrosynthesis dataset with 1.9M reactions from patents (1976-2016). The task is: Predict the reactants needed to synthesize the given product. (1) Given the product [Br:24][C:7]1[CH:8]=[CH:9][C:10]2[C:11]3[N:12]([CH2:13][CH2:14][CH2:15][NH:16][C:17](=[O:23])[O:18][C:19]([CH3:21])([CH3:20])[CH3:22])[C:25](=[S:26])[NH:1][C:2]=3[CH:3]=[N:4][C:5]=2[CH:6]=1, predict the reactants needed to synthesize it. The reactants are: [NH2:1][C:2]1[CH:3]=[N:4][C:5]2[C:10]([C:11]=1[NH:12][CH2:13][CH2:14][CH2:15][NH:16][C:17](=[O:23])[O:18][C:19]([CH3:22])([CH3:21])[CH3:20])=[CH:9][CH:8]=[C:7]([Br:24])[CH:6]=2.[C:25](N1C=CN=C1)(N1C=CN=C1)=[S:26]. (2) Given the product [Cl:1][C:17]1[CH:18]=[C:12]([O:11][CH:10]([F:19])[F:9])[CH:13]=[CH:14][C:15]=1[NH2:16], predict the reactants needed to synthesize it. The reactants are: [Cl:1]N1C(=O)CCC1=O.[F:9][CH:10]([F:19])[O:11][C:12]1[CH:18]=[CH:17][C:15]([NH2:16])=[CH:14][CH:13]=1. (3) Given the product [F:27][C:28]1[CH:36]=[C:35]([F:37])[CH:34]=[CH:33][C:29]=1[C:30]([O:32][C:5]1([N:8]=[O:9])[CH2:6][CH2:7][N:2]([CH3:1])[CH2:3][CH2:4]1)=[O:31], predict the reactants needed to synthesize it. The reactants are: [CH3:1][N:2]1[CH2:7][CH2:6][C:5](=[N:8][OH:9])[CH2:4][CH2:3]1.C([O-])(=O)C.C([O-])(=O)C.C([O-])(=O)C.C([O-])(=O)C.[Pb+4].[F:27][C:28]1[CH:36]=[C:35]([F:37])[CH:34]=[CH:33][C:29]=1[C:30]([OH:32])=[O:31]. (4) Given the product [C:1]([C:3]1[CH:8]=[CH:7][C:6]([CH:9]2[N:14]3[N:15]=[C:16]([C:18]4[S:19][CH:20]=[CH:21][CH:22]=4)[N:17]=[C:13]3[N:12]([C:35]3[CH:34]=[CH:33][CH:32]=[C:31]([C:30]([F:41])([F:40])[F:29])[CH:36]=3)[C:11]([CH3:23])=[C:10]2[C:24]#[N:25])=[CH:5][CH:4]=1)#[N:2], predict the reactants needed to synthesize it. The reactants are: [C:1]([C:3]1[CH:8]=[CH:7][C:6]([CH:9]2[N:14]3[N:15]=[C:16]([C:18]4[S:19][CH:20]=[CH:21][CH:22]=4)[N:17]=[C:13]3[NH:12][C:11]([CH3:23])=[C:10]2[C:24]#[N:25])=[CH:5][CH:4]=1)#[N:2].ClCCl.[F:29][C:30]([F:41])([F:40])[C:31]1[CH:32]=[C:33](B(O)O)[CH:34]=[CH:35][CH:36]=1.C(N(CC)CC)C.